This data is from Catalyst prediction with 721,799 reactions and 888 catalyst types from USPTO. The task is: Predict which catalyst facilitates the given reaction. Reactant: Br[C:2]1[CH:11]=[C:10]2[C:5]([CH:6]=[C:7]([C:14]3[CH:19]=[CH:18][CH:17]=[C:16]([Cl:20])[CH:15]=3)[N:8]([CH3:13])[C:9]2=[O:12])=[CH:4][CH:3]=1.[N:21]12[CH2:29][CH2:28][CH:25]([CH2:26][CH2:27]1)[NH:24][CH2:23][CH2:22]2.CC(C)([O-])C.[Na+].C1C=CC(P(C2C=CC3C(=CC=CC=3)C=2C2C3C(=CC=CC=3)C=CC=2P(C2C=CC=CC=2)C2C=CC=CC=2)C2C=CC=CC=2)=CC=1. Product: [N:21]12[CH2:29][CH2:28][CH:25]([CH2:26][CH2:27]1)[N:24]([C:2]1[CH:11]=[C:10]3[C:5]([CH:6]=[C:7]([C:14]4[CH:19]=[CH:18][CH:17]=[C:16]([Cl:20])[CH:15]=4)[N:8]([CH3:13])[C:9]3=[O:12])=[CH:4][CH:3]=1)[CH2:23][CH2:22]2. The catalyst class is: 333.